From a dataset of Catalyst prediction with 721,799 reactions and 888 catalyst types from USPTO. Predict which catalyst facilitates the given reaction. Reactant: [C:1]1([CH2:7][O:8][C:9]2[CH:19]=[CH:18][C:12]3[CH2:13][CH2:14][NH:15][CH2:16][CH2:17][C:11]=3[CH:10]=2)[CH:6]=[CH:5][CH:4]=[CH:3][CH:2]=1.[CH:20]1([CH:23]=O)[CH2:22][CH2:21]1. Product: [CH:20]1([CH2:23][N:15]2[CH2:14][CH2:13][C:12]3[CH:18]=[CH:19][C:9]([O:8][CH2:7][C:1]4[CH:2]=[CH:3][CH:4]=[CH:5][CH:6]=4)=[CH:10][C:11]=3[CH2:17][CH2:16]2)[CH2:22][CH2:21]1. The catalyst class is: 404.